This data is from Forward reaction prediction with 1.9M reactions from USPTO patents (1976-2016). The task is: Predict the product of the given reaction. Given the reactants [S:1]([C:5]1[CH:10]=[CH:9][C:8]([NH:11][C:12](=[S:15])[NH:13][NH2:14])=[CH:7][CH:6]=1)([OH:4])(=[O:3])=[O:2].[Na].[Cl:17][C:18]1[C:19]([OH:27])=[C:20]([CH:23]=[C:24]([Cl:26])[CH:25]=1)[CH:21]=O.Cl, predict the reaction product. The product is: [Cl:17][C:18]1[C:19]([OH:27])=[C:20]([CH:23]=[C:24]([Cl:26])[CH:25]=1)[CH:21]=[N:14][NH:13][C:12]([NH:11][C:8]1[CH:7]=[CH:6][C:5]([S:1]([OH:4])(=[O:2])=[O:3])=[CH:10][CH:9]=1)=[S:15].